This data is from Forward reaction prediction with 1.9M reactions from USPTO patents (1976-2016). The task is: Predict the product of the given reaction. (1) Given the reactants [F:1][C:2]1[CH:9]=[CH:8][C:5]([C:6]#[N:7])=[CH:4][C:3]=1[CH3:10].[Br:11]N1C(=O)CCC1=O, predict the reaction product. The product is: [Br:11][CH2:10][C:3]1[CH:4]=[C:5]([CH:8]=[CH:9][C:2]=1[F:1])[C:6]#[N:7]. (2) Given the reactants [CH3:1][Si:2]([C:5]#[C:6][C@@H:7]1[NH:11][C@H:10]([C:12]([O:14][CH3:15])=[O:13])[CH2:9][CH2:8]1)([CH3:4])[CH3:3].CN1CCOCC1.Cl.CN(C)CCCN=C=NCC.C1(NC2CCCCC2)CCCCC1.[C:48]([O:52][C:53]([NH:55][C@@H:56]([CH:60]1[CH2:64][CH2:63][CH2:62][CH2:61]1)[C:57](O)=[O:58])=[O:54])([CH3:51])([CH3:50])[CH3:49], predict the reaction product. The product is: [C:48]([O:52][C:53]([NH:55][C@@H:56]([CH:60]1[CH2:61][CH2:62][CH2:63][CH2:64]1)[C:57]([N:11]1[C@@H:7]([C:6]#[C:5][Si:2]([CH3:3])([CH3:4])[CH3:1])[CH2:8][CH2:9][C@H:10]1[C:12]([O:14][CH3:15])=[O:13])=[O:58])=[O:54])([CH3:51])([CH3:49])[CH3:50].